Dataset: Full USPTO retrosynthesis dataset with 1.9M reactions from patents (1976-2016). Task: Predict the reactants needed to synthesize the given product. Given the product [Cl:1][C:2]1[CH:3]=[CH:4][C:5]([C:21]([F:24])([F:22])[F:23])=[C:6]([C:8]2[CH:13]=[CH:12][N:11]([CH:14]([CH2:27][C:28]3[CH:33]=[CH:32][N:31]=[CH:30][CH:29]=3)[C:15]([O:17][CH2:18][CH3:19])=[O:16])[C:10](=[O:20])[CH:9]=2)[CH:7]=1, predict the reactants needed to synthesize it. The reactants are: [Cl:1][C:2]1[CH:3]=[CH:4][C:5]([C:21]([F:24])([F:23])[F:22])=[C:6]([C:8]2[CH:13]=[CH:12][N:11]([CH2:14][C:15]([O:17][CH2:18][CH3:19])=[O:16])[C:10](=[O:20])[CH:9]=2)[CH:7]=1.Br.Br[CH2:27][C:28]1[CH:33]=[CH:32][N:31]=[CH:30][CH:29]=1.